Dataset: Ames mutagenicity test results for genotoxicity prediction. Task: Regression/Classification. Given a drug SMILES string, predict its toxicity properties. Task type varies by dataset: regression for continuous values (e.g., LD50, hERG inhibition percentage) or binary classification for toxic/non-toxic outcomes (e.g., AMES mutagenicity, cardiotoxicity, hepatotoxicity). Dataset: ames. The compound is Cc1nc2c(C)cc3c(nc(N)n3C)c2nc1C. The result is 1 (mutagenic).